Task: Predict the reactants needed to synthesize the given product.. Dataset: Full USPTO retrosynthesis dataset with 1.9M reactions from patents (1976-2016) (1) Given the product [Cl:23][C:24]1[CH:29]=[CH:28][C:27]([CH2:30][C:3](=[O:5])[CH2:2][C:1]([O:7][CH2:8][CH3:9])=[O:6])=[CH:26][CH:25]=1, predict the reactants needed to synthesize it. The reactants are: [C:1]([O:7][CH2:8][CH3:9])(=[O:6])[CH2:2][C:3]([O-:5])=O.[K+].C(N(CC)C(C)C)(C)C.[Cl-].[Mg+2].[Cl-].[Cl:23][C:24]1[CH:29]=[CH:28][C:27]([CH2:30]C(Cl)=O)=[CH:26][CH:25]=1. (2) Given the product [N:1]1[CH:18]=[CH:19][N:3]2[CH:4]=[CH:5][CH:6]=[C:7]([C:8]([O:10][CH3:11])=[O:9])[C:2]=12, predict the reactants needed to synthesize it. The reactants are: [NH2:1][C:2]1[C:7]([C:8]([O:10][CH3:11])=[O:9])=[CH:6][CH:5]=[CH:4][N:3]=1.C([O-])(O)=O.[Na+].Cl[CH2:18][CH:19]=O.O. (3) Given the product [CH:1]1([C:6]2[C:14]3[CH:13]=[CH:12][NH:11][C:10](=[O:15])[C:9]=3[N:8]([C:17]3[CH:18]=[C:19]([C:22]([NH2:24])=[O:23])[S:20][CH:21]=3)[N:7]=2)[CH2:2][CH2:3][CH2:4][CH2:5]1, predict the reactants needed to synthesize it. The reactants are: [CH:1]1([C:6]2[C:14]3[C:9](=[C:10]([O:15]C)[N:11]=[CH:12][CH:13]=3)[N:8]([C:17]3[CH:18]=[C:19]([C:22]([NH2:24])=[O:23])[S:20][CH:21]=3)[N:7]=2)[CH2:5][CH2:4][CH2:3][CH2:2]1.[I-].[Na+].Cl[Si](C)(C)C.O. (4) Given the product [CH3:1][O:2][CH2:3][O:4][C:5]1[CH:10]=[C:9]([O:11][CH2:12][O:13][CH3:14])[CH:8]=[CH:7][C:6]=1[C:15]1[CH2:24][CH2:23][C:18]2([O:19][CH2:20][CH2:21][O:22]2)[CH2:17][CH:16]=1, predict the reactants needed to synthesize it. The reactants are: [CH3:1][O:2][CH2:3][O:4][C:5]1[CH:10]=[C:9]([O:11][CH2:12][O:13][CH3:14])[CH:8]=[CH:7][C:6]=1[C:15]1(O)[CH2:24][CH2:23][C:18]2([O:22][CH2:21][CH2:20][O:19]2)[CH2:17][CH2:16]1.C12(CS(O)(=O)=O)C(C)(C)C(CC1)CC2=O.C(=O)(O)[O-].[Na+]. (5) Given the product [Cl:3][C:4]1[C:5]([NH:2][CH3:1])=[CH:6][C:7]2[O:12][CH2:11][N:10]([C:13]3[CH:18]=[CH:17][C:16]([N+:19]([O-:21])=[O:20])=[CH:15][CH:14]=3)[C:9](=[O:22])[C:8]=2[CH:23]=1, predict the reactants needed to synthesize it. The reactants are: [CH3:1][NH2:2].[Cl:3][C:4]1[C:5](F)=[CH:6][C:7]2[O:12][CH2:11][N:10]([C:13]3[CH:18]=[CH:17][C:16]([N+:19]([O-:21])=[O:20])=[CH:15][CH:14]=3)[C:9](=[O:22])[C:8]=2[CH:23]=1. (6) Given the product [CH3:12][O:11][C:4]1[C:5]2[N:6]([N:8]=[CH:9][CH:10]=2)[CH:7]=[C:2]([C:17]2[CH:16]=[N:15][N:14]([CH3:13])[CH:18]=2)[CH:3]=1, predict the reactants needed to synthesize it. The reactants are: Br[C:2]1[CH:3]=[C:4]([O:11][CH3:12])[C:5]2[N:6]([N:8]=[CH:9][CH:10]=2)[CH:7]=1.[CH3:13][N:14]1[CH:18]=[C:17](B2OC(C)(C)C(C)(C)O2)[CH:16]=[N:15]1.[F-].[K+].F[B-](F)(F)F.C([PH+](C(C)(C)C)C(C)(C)C)(C)(C)C. (7) Given the product [CH3:3][Si:2]([CH3:4])([CH:29]1[C:30]2[C:26](=[C:25]([C:9]3[CH:14]=[CH:13][CH:12]=[CH:11][CH:10]=3)[C:33]([CH3:34])=[CH:32][CH:31]=2)[CH:27]=[C:28]1[CH3:35])[CH:8]1[C:9]2[C:14](=[C:13]([C:16]3[CH:17]=[CH:18][CH:19]=[CH:20][CH:21]=3)[C:12]([CH3:22])=[CH:11][CH:10]=2)[CH:15]=[C:7]1[CH3:6], predict the reactants needed to synthesize it. The reactants are: Cl[Si:2](Cl)([CH3:4])[CH3:3].[CH3:6][C:7]1[CH-:8][C:9]2[C:14]([CH:15]=1)=[C:13]([C:16]1[CH:21]=[CH:20][CH:19]=[CH:18][CH:17]=1)[C:12]([CH3:22])=[CH:11][CH:10]=2.[Li+].Br[C:25]1[C:33]([CH3:34])=[CH:32][CH:31]=[C:30]2[C:26]=1[CH:27]=[C:28]([CH3:35])[CH2:29]2. (8) The reactants are: Cl[CH2:2][CH2:3][S:4](Cl)(=[O:6])=[O:5].[CH3:8][O:9][C:10]1[CH:11]=[C:12]([C:18]2[C@@H:27]3[C@@H:22]([CH2:23][CH:24]=[CH:25][CH2:26]3)[C:21](=[O:28])[N:20]([CH:29]3[CH2:34][CH2:33][NH:32][CH2:31][CH2:30]3)[N:19]=2)[CH:13]=[CH:14][C:15]=1[O:16][CH3:17].C(N(C(C)C)CC)(C)C. Given the product [CH3:8][O:9][C:10]1[CH:11]=[C:12]([C:18]2[C@@H:27]3[C@@H:22]([CH2:23][CH:24]=[CH:25][CH2:26]3)[C:21](=[O:28])[N:20]([CH:29]3[CH2:34][CH2:33][N:32]([S:4]([CH:3]=[CH2:2])(=[O:6])=[O:5])[CH2:31][CH2:30]3)[N:19]=2)[CH:13]=[CH:14][C:15]=1[O:16][CH3:17], predict the reactants needed to synthesize it. (9) Given the product [C:12]12([O:11][CH2:10][C:9]3[N:8]([CH:22]4[CH2:28][CH2:27][CH2:26][CH2:25][CH2:24][CH2:23]4)[NH:7][NH:6][C:5]=3[C:3]([NH:44][C:45]3[CH:46]=[C:47]([CH:51]=[CH:52][CH:53]=3)[C:48]([OH:50])=[O:49])=[O:4])[CH2:13][CH:14]3[CH2:15][CH:16]([CH2:17][CH:18]([CH2:20]3)[CH2:19]1)[CH2:21]2, predict the reactants needed to synthesize it. The reactants are: CO[C:3]([C:5]1[NH:6][NH:7][N:8]([CH:22]2[CH2:28][CH2:27][CH2:26][CH2:25][CH2:24][CH2:23]2)[C:9]=1[CH2:10][O:11][C:12]12[CH2:21][CH:16]3[CH2:17][CH:18]([CH2:20][CH:14]([CH2:15]3)[CH2:13]1)[CH2:19]2)=[O:4].ClC1C=CC=C(Cl)C=1N1N=C(C([NH:44][C:45]2[CH:46]=[C:47]([CH:51]=[CH:52][CH:53]=2)[C:48]([OH:50])=[O:49])=O)C(COC2C=CC=CC=2)=N1.